This data is from NCI-60 drug combinations with 297,098 pairs across 59 cell lines. The task is: Regression. Given two drug SMILES strings and cell line genomic features, predict the synergy score measuring deviation from expected non-interaction effect. (1) Drug 1: CC1=CC=C(C=C1)C2=CC(=NN2C3=CC=C(C=C3)S(=O)(=O)N)C(F)(F)F. Drug 2: C(=O)(N)NO. Cell line: HCT116. Synergy scores: CSS=-9.14, Synergy_ZIP=5.34, Synergy_Bliss=0.0519, Synergy_Loewe=-2.46, Synergy_HSA=-7.51. (2) Drug 1: CN1C(=O)N2C=NC(=C2N=N1)C(=O)N. Drug 2: CCC1(C2=C(COC1=O)C(=O)N3CC4=CC5=C(C=CC(=C5CN(C)C)O)N=C4C3=C2)O.Cl. Cell line: CAKI-1. Synergy scores: CSS=34.8, Synergy_ZIP=-0.473, Synergy_Bliss=1.34, Synergy_Loewe=-30.2, Synergy_HSA=0.950. (3) Drug 1: C1=C(C(=O)NC(=O)N1)F. Drug 2: CC1=C(N=C(N=C1N)C(CC(=O)N)NCC(C(=O)N)N)C(=O)NC(C(C2=CN=CN2)OC3C(C(C(C(O3)CO)O)O)OC4C(C(C(C(O4)CO)O)OC(=O)N)O)C(=O)NC(C)C(C(C)C(=O)NC(C(C)O)C(=O)NCCC5=NC(=CS5)C6=NC(=CS6)C(=O)NCCC[S+](C)C)O. Cell line: LOX IMVI. Synergy scores: CSS=33.8, Synergy_ZIP=-3.54, Synergy_Bliss=-2.99, Synergy_Loewe=-0.955, Synergy_HSA=-0.323.